From a dataset of Catalyst prediction with 721,799 reactions and 888 catalyst types from USPTO. Predict which catalyst facilitates the given reaction. (1) Reactant: C([N:3]([CH2:15][CH3:16])[C:4](=[O:14])[C:5]1[CH:10]=[CH:9][C:8]([O:11][CH3:12])=[CH:7][C:6]=1[CH3:13])C.C([Li])(C)(C)C.CCCCC.[F:27][C:28]1[CH:35]=[CH:34]C(C#N)=[CH:30][CH:29]=1. Product: [F:27][C:28]1[CH:35]=[CH:34][C:16]([C:15]2[N:3]=[C:4]([OH:14])[C:5]3[C:6]([CH:13]=2)=[CH:7][C:8]([O:11][CH3:12])=[CH:9][CH:10]=3)=[CH:30][CH:29]=1. The catalyst class is: 1. (2) Reactant: [Cl:1][C:2]1[CH:3]=[CH:4][C:5]2[N:11]3[C:12]([CH:15]4[CH2:17][CH2:16]4)=[N:13][N:14]=[C:10]3[C@@H:9]([CH2:18][CH2:19][OH:20])[O:8][C@H:7]([C:21]3[CH:26]=[CH:25][CH:24]=[C:23]([O:27][CH3:28])[C:22]=3[O:29][CH3:30])[C:6]=2[CH:31]=1.C(N(CC)CC)C.[CH3:39][S:40](Cl)(=[O:42])=[O:41].C(=O)(O)[O-].[Na+]. Product: [CH3:39][S:40]([O:20][CH2:19][CH2:18][C@H:9]1[O:8][C@H:7]([C:21]2[CH:26]=[CH:25][CH:24]=[C:23]([O:27][CH3:28])[C:22]=2[O:29][CH3:30])[C:6]2[CH:31]=[C:2]([Cl:1])[CH:3]=[CH:4][C:5]=2[N:11]2[C:12]([CH:15]3[CH2:17][CH2:16]3)=[N:13][N:14]=[C:10]12)(=[O:42])=[O:41]. The catalyst class is: 4. (3) Reactant: [N:1]1([CH2:7][C:8]([O:10]CC)=[O:9])[CH2:6][CH2:5][CH2:4][CH2:3][CH2:2]1.O.[ClH:14]. Product: [ClH:14].[N:1]1([CH2:7][C:8]([OH:10])=[O:9])[CH2:6][CH2:5][CH2:4][CH2:3][CH2:2]1. The catalyst class is: 11. (4) Reactant: Cl[C:2]1[C:11]([N+:12]([O-:14])=[O:13])=[CH:10][C:5]([C:6]([O:8][CH3:9])=[O:7])=[CH:4][N:3]=1.[NH:15]1[CH2:20][CH2:19][S:18][CH2:17][CH:16]1[C:21]([O:23][CH2:24][CH3:25])=[O:22]. The catalyst class is: 4. Product: [CH3:9][O:8][C:6]([C:5]1[CH:10]=[C:11]([N+:12]([O-:14])=[O:13])[C:2]([N:15]2[CH2:20][CH2:19][S:18][CH2:17][CH:16]2[C:21]([O:23][CH2:24][CH3:25])=[O:22])=[N:3][CH:4]=1)=[O:7]. (5) Reactant: [CH2:1]([O:8][C:9]1[C:10]([C:25]([O:27]C)=[O:26])=[N:11][N:12]2[CH:17]([C:18]3[CH:23]=[CH:22][CH:21]=[CH:20][CH:19]=3)[CH2:16][NH:15][C:14](=[O:24])[C:13]=12)[C:2]1[CH:7]=[CH:6][CH:5]=[CH:4][CH:3]=1.[H-].[Na+].I[CH3:32]. Product: [CH2:1]([O:8][C:9]1[C:10]([C:25]([OH:27])=[O:26])=[N:11][N:12]2[CH:17]([C:18]3[CH:19]=[CH:20][CH:21]=[CH:22][CH:23]=3)[CH2:16][N:15]([CH3:32])[C:14](=[O:24])[C:13]=12)[C:2]1[CH:3]=[CH:4][CH:5]=[CH:6][CH:7]=1. The catalyst class is: 18. (6) Reactant: Cl[C:2]1[N:7]=[C:6]([N:8]2[C:12]([C:13]([F:16])([F:15])[F:14])=[C:11]([C:17]([O:19][CH2:20][CH3:21])=[O:18])[CH:10]=[N:9]2)[CH:5]=[CH:4][CH:3]=1.[Cl:22][C:23]1[C:24]([CH:32]=[O:33])=[C:25](B(O)O)[CH:26]=[CH:27][CH:28]=1.C(=O)([O-])[O-].[Na+].[Na+]. Product: [Cl:22][C:23]1[C:24]([CH:32]=[O:33])=[C:25]([C:2]2[N:7]=[C:6]([N:8]3[C:12]([C:13]([F:14])([F:15])[F:16])=[C:11]([C:17]([O:19][CH2:20][CH3:21])=[O:18])[CH:10]=[N:9]3)[CH:5]=[CH:4][CH:3]=2)[CH:26]=[CH:27][CH:28]=1. The catalyst class is: 108. (7) Product: [C:1]1([S:7]([N:10]2[C:14]3=[N:15][CH:16]=[C:17]([N+:20]([O-:22])=[O:21])[C:18]([NH:32][CH:30]4[CH2:29][CH2:28][C:27]5[N:23]=[CH:24][NH:25][C:26]=5[CH2:31]4)=[C:13]3[CH:12]=[CH:11]2)(=[O:9])=[O:8])[CH:6]=[CH:5][CH:4]=[CH:3][CH:2]=1. The catalyst class is: 8. Reactant: [C:1]1([S:7]([N:10]2[C:14]3=[N:15][CH:16]=[C:17]([N+:20]([O-:22])=[O:21])[C:18](Cl)=[C:13]3[CH:12]=[CH:11]2)(=[O:9])=[O:8])[CH:6]=[CH:5][CH:4]=[CH:3][CH:2]=1.[N:23]1[C:27]2[CH2:28][CH2:29][CH:30]([NH2:32])[CH2:31][C:26]=2[NH:25][CH:24]=1.CCN(C(C)C)C(C)C. (8) Reactant: [Cl:1][C:2]1[CH:7]=[CH:6][C:5]([C:8]2[N:12]([C:13]3[CH:18]=[CH:17][C:16]([Cl:19])=[CH:15][C:14]=3[Cl:20])[N:11]=[C:10]([C:21]([NH:23][NH:24][C:25](=O)[C:26]([CH3:29])([CH3:28])[CH3:27])=O)[C:9]=2[S:31][CH3:32])=[CH:4][CH:3]=1.COC1C=CC(P2(SP(C3C=CC(OC)=CC=3)(=S)S2)=[S:42])=CC=1. Product: [C:26]([C:25]1[S:42][C:21]([C:10]2[C:9]([S:31][CH3:32])=[C:8]([C:5]3[CH:6]=[CH:7][C:2]([Cl:1])=[CH:3][CH:4]=3)[N:12]([C:13]3[CH:18]=[CH:17][C:16]([Cl:19])=[CH:15][C:14]=3[Cl:20])[N:11]=2)=[N:23][N:24]=1)([CH3:29])([CH3:28])[CH3:27]. The catalyst class is: 1.